Dataset: Forward reaction prediction with 1.9M reactions from USPTO patents (1976-2016). Task: Predict the product of the given reaction. (1) The product is: [OH:27][NH:26][C:23](=[O:24])/[CH:22]=[CH:21]/[C:18]1[CH:19]=[CH:20][N:16]([S:13]([C:11]2[S:12][C:8]([C:3]3[CH:4]=[CH:5][CH:6]=[CH:7][N:2]=3)=[CH:9][CH:10]=2)(=[O:15])=[O:14])[CH:17]=1. Given the reactants Cl.[N:2]1[CH:7]=[CH:6][CH:5]=[CH:4][C:3]=1[C:8]1[S:12][C:11]([S:13]([N:16]2[CH:20]=[CH:19][C:18](/[CH:21]=[CH:22]/[C:23](Cl)=[O:24])=[CH:17]2)(=[O:15])=[O:14])=[CH:10][CH:9]=1.[NH2:26][OH:27], predict the reaction product. (2) Given the reactants [F:1][C:2]1[CH:10]=[C:9]2[C:5]([CH:6]=[N:7][N:8]2[C:11]([C:17]2[CH:22]=[CH:21][C:20]([C:23]([F:26])([F:25])[F:24])=[CH:19][CH:18]=2)([CH2:15][CH3:16])[CH:12]([OH:14])[CH3:13])=[C:4]([N:27](S(C)(=O)=O)[S:28]([CH3:31])(=[O:30])=[O:29])[CH:3]=1.[OH-].[Na+], predict the reaction product. The product is: [F:1][C:2]1[CH:10]=[C:9]2[C:5]([CH:6]=[N:7][N:8]2[C:11]([C:17]2[CH:18]=[CH:19][C:20]([C:23]([F:25])([F:24])[F:26])=[CH:21][CH:22]=2)([CH2:15][CH3:16])[CH:12]([OH:14])[CH3:13])=[C:4]([NH:27][S:28]([CH3:31])(=[O:29])=[O:30])[CH:3]=1. (3) The product is: [Br:1][C:2]1[C:11]([CH:12]([CH2:17][N:20]2[CH2:21][CH2:22][CH:23]([NH:26][C:27]([O:28][C:29]([CH3:32])([CH3:31])[CH3:30])=[O:33])[CH2:24][CH2:25]2)[C:13]([O:15][CH3:16])=[O:14])=[C:10]2[C:5]([CH:6]=[CH:7][C:8]([O:18][CH3:19])=[N:9]2)=[CH:4][CH:3]=1. Given the reactants [Br:1][C:2]1[C:11]([C:12](=[CH2:17])[C:13]([O:15][CH3:16])=[O:14])=[C:10]2[C:5]([CH:6]=[CH:7][C:8]([O:18][CH3:19])=[N:9]2)=[CH:4][CH:3]=1.[NH:20]1[CH2:25][CH2:24][CH:23]([NH:26][C:27](=[O:33])[O:28][C:29]([CH3:32])([CH3:31])[CH3:30])[CH2:22][CH2:21]1, predict the reaction product. (4) Given the reactants [ClH:1].O1CCOCC1.C(OC([N:15]1[CH2:20][CH2:19][CH:18]([O:21][C:22]2[C:31]3[C:26](=[CH:27][CH:28]=[CH:29][CH:30]=3)[C:25]([NH:32][C:33]([NH:35][C:36]3[N:37]([C:45]4[CH:50]=[CH:49][C:48]([CH3:51])=[CH:47][CH:46]=4)[N:38]=[C:39]([C:41]4([CH3:44])[CH2:43][CH2:42]4)[CH:40]=3)=[O:34])=[CH:24][N:23]=2)[CH2:17][CH2:16]1)=O)(C)(C)C, predict the reaction product. The product is: [ClH:1].[ClH:1].[CH3:44][C:41]1([C:39]2[CH:40]=[C:36]([NH:35][C:33]([NH:32][C:25]3[C:26]4[C:31](=[CH:30][CH:29]=[CH:28][CH:27]=4)[C:22]([O:21][CH:18]4[CH2:19][CH2:20][NH:15][CH2:16][CH2:17]4)=[N:23][CH:24]=3)=[O:34])[N:37]([C:45]3[CH:50]=[CH:49][C:48]([CH3:51])=[CH:47][CH:46]=3)[N:38]=2)[CH2:43][CH2:42]1. (5) Given the reactants CC(C)([O-])C.[K+].[Br:7][C:8]1[CH:9]=[N:10][C:11](Cl)=[N:12][CH:13]=1.[CH3:15][S:16][C:17]1[C:25]2[C:20](=[CH:21][C:22]([C:26]([N:28]3[CH2:33][CH2:32][O:31][CH2:30][CH2:29]3)=[O:27])=[CH:23][CH:24]=2)[NH:19][CH:18]=1, predict the reaction product. The product is: [Br:7][C:8]1[CH:9]=[N:10][C:11]([N:19]2[C:20]3[C:25](=[CH:24][CH:23]=[C:22]([C:26]([N:28]4[CH2:29][CH2:30][O:31][CH2:32][CH2:33]4)=[O:27])[CH:21]=3)[C:17]([S:16][CH3:15])=[CH:18]2)=[N:12][CH:13]=1. (6) Given the reactants [N+:1]([C:4]1[CH:5]=[CH:6][C:7]2[O:12][CH2:11][CH2:10][NH:9][C:8]=2[CH:13]=1)([O-:3])=[O:2].[Cl:14][C:15]1[CH:16]=[C:17]([CH:21]=[C:22]([Cl:25])[C:23]=1[OH:24])[C:18](Cl)=[O:19], predict the reaction product. The product is: [Cl:14][C:15]1[CH:16]=[C:17]([C:18]([N:9]2[C:8]3[CH:13]=[C:4]([N+:1]([O-:3])=[O:2])[CH:5]=[CH:6][C:7]=3[O:12][CH2:11][CH2:10]2)=[O:19])[CH:21]=[C:22]([Cl:25])[C:23]=1[OH:24].